This data is from Reaction yield outcomes from USPTO patents with 853,638 reactions. The task is: Predict the reaction yield, written as a fraction of the theoretical maximum amount of product (1.0 means a 100% yield; for example, 0.34 means a 34% yield). (1) The reactants are Br[C:2]1[N:7]2[CH:8]=[N:9][CH:10]=[C:6]2[C:5](=[O:11])[N:4]([CH3:12])[CH:3]=1.[CH:13]1([CH2:16][O:17][C:18]2[CH:23]=[CH:22][C:21]([S:24]([CH2:27][CH3:28])(=[O:26])=[O:25])=[CH:20][C:19]=2B2OC(C)(C)C(C)(C)O2)[CH2:15][CH2:14]1.C([O-])(O)=O.[Na+]. The catalyst is O1CCOCC1.C1C=CC(P(C2C=CC=CC=2)[C-]2C=CC=C2)=CC=1.C1C=CC(P(C2C=CC=CC=2)[C-]2C=CC=C2)=CC=1.Cl[Pd]Cl.[Fe+2]. The product is [CH:13]1([CH2:16][O:17][C:18]2[CH:23]=[CH:22][C:21]([S:24]([CH2:27][CH3:28])(=[O:26])=[O:25])=[CH:20][C:19]=2[C:2]2[N:7]3[CH:8]=[N:9][CH:10]=[C:6]3[C:5](=[O:11])[N:4]([CH3:12])[CH:3]=2)[CH2:14][CH2:15]1. The yield is 0.220. (2) The reactants are FC(F)(F)S([O:6][C:7]1[CH:20]=[CH:19][C:10]2[C@H:11]([CH2:14][C:15]([O:17]C)=[O:16])[CH2:12][O:13][C:9]=2[CH:8]=1)(=O)=O.[CH3:23][C:24]1[CH:29]=[C:28]([O:30][CH2:31][CH2:32][CH2:33][S:34]([CH3:37])(=[O:36])=[O:35])[CH:27]=[C:26]([CH3:38])[C:25]=1[C:39]1[CH:44]=[CH:43][CH:42]=[C:41]([CH2:45]O)[CH:40]=1.P([O-])([O-])([O-])=O.[K+].[K+].[K+]. The catalyst is C(#N)C. The product is [CH3:38][C:26]1[CH:27]=[C:28]([O:30][CH2:31][CH2:32][CH2:33][S:34]([CH3:37])(=[O:35])=[O:36])[CH:29]=[C:24]([CH3:23])[C:25]=1[C:39]1[CH:44]=[CH:43][CH:42]=[C:41]([CH2:45][O:6][C:7]2[CH:20]=[CH:19][C:10]3[C:11]([CH2:14][C:15]([OH:17])=[O:16])=[CH:12][O:13][C:9]=3[CH:8]=2)[CH:40]=1. The yield is 0.640. (3) The reactants are [F:1][CH:2]([F:37])[C:3]1[N:7]([C:8]2[N:13]=[C:12]([N:14]3[CH2:19][CH2:18][O:17][CH2:16][CH2:15]3)[N:11]=[C:10]([N:20]3[CH2:25][CH2:24][N:23]([S:26]([CH:29]=[CH2:30])(=[O:28])=[O:27])[CH2:22][CH2:21]3)[N:9]=2)[C:6]2[CH:31]=[CH:32][CH:33]=[C:34]([O:35][CH3:36])[C:5]=2[N:4]=1.[CH2:38]([NH:40][CH2:41][CH3:42])[CH3:39].O1CCOCC1. The catalyst is C1COCC1. The product is [F:37][CH:2]([F:1])[C:3]1[N:7]([C:8]2[N:13]=[C:12]([N:14]3[CH2:15][CH2:16][O:17][CH2:18][CH2:19]3)[N:11]=[C:10]([N:20]3[CH2:21][CH2:22][N:23]([S:26]([CH2:29][CH2:30][N:40]([CH2:41][CH3:42])[CH2:38][CH3:39])(=[O:28])=[O:27])[CH2:24][CH2:25]3)[N:9]=2)[C:6]2[CH:31]=[CH:32][CH:33]=[C:34]([O:35][CH3:36])[C:5]=2[N:4]=1. The yield is 0.530. (4) The reactants are [Cl:1][C:2]1[CH:17]=[CH:16][C:15]([C:18]([F:21])([F:20])[F:19])=[CH:14][C:3]=1[O:4][C:5]1[CH:6]=[CH:7][C:8]([N+:11]([O-])=O)=[N:9][CH:10]=1. The yield is 0.960. The product is [Cl:1][C:2]1[CH:17]=[CH:16][C:15]([C:18]([F:19])([F:21])[F:20])=[CH:14][C:3]=1[O:4][C:5]1[CH:6]=[CH:7][C:8]([NH2:11])=[N:9][CH:10]=1. The catalyst is C(O)C.ClCCl.[Pd]. (5) The reactants are [NH:1]1[CH2:6][CH2:5][O:4][CH2:3][CH2:2]1.[CH:7]([C:9]1[CH:34]=[CH:33][C:12]([C:13]([NH:15][C:16]2[CH:17]=[CH:18][C:19]([O:22][C:23](=[O:32])[N:24]([CH3:31])[C:25]3[CH:30]=[CH:29][CH:28]=[CH:27][CH:26]=3)=[N:20][CH:21]=2)=[O:14])=[CH:11][CH:10]=1)=O.C([BH3-])#N.[Na+]. The catalyst is CO. The product is [N:1]1([CH2:7][C:9]2[CH:10]=[CH:11][C:12]([C:13]([NH:15][C:16]3[CH:17]=[CH:18][C:19]([O:22][C:23](=[O:32])[N:24]([CH3:31])[C:25]4[CH:30]=[CH:29][CH:28]=[CH:27][CH:26]=4)=[N:20][CH:21]=3)=[O:14])=[CH:33][CH:34]=2)[CH2:6][CH2:5][O:4][CH2:3][CH2:2]1. The yield is 0.0600.